The task is: Predict the reactants needed to synthesize the given product.. This data is from Full USPTO retrosynthesis dataset with 1.9M reactions from patents (1976-2016). (1) Given the product [CH3:1][O:2][C:3]1[N:8]=[CH:7][C:6]([NH:9][C:10]2[C:15]([C:16]3[N:21]=[C:20]([CH3:22])[N:19]=[C:18]([NH2:26])[N:17]=3)=[CH:14][N:13]=[CH:12][N:11]=2)=[CH:5][CH:4]=1, predict the reactants needed to synthesize it. The reactants are: [CH3:1][O:2][C:3]1[N:8]=[CH:7][C:6]([NH:9][C:10]2[C:15]([C:16]3[N:21]=[C:20]([CH3:22])[N:19]=[C:18](SC)[N:17]=3)=[CH:14][N:13]=[CH:12][N:11]=2)=[CH:5][CH:4]=1.[OH-].[NH4+:26]. (2) Given the product [CH3:18][O:17][C:8]1[CH:7]=[C:6]([NH:5][C:3](=[O:4])[CH:2]([N:23]2[CH2:27][CH2:26][CH:25]([NH:28][C:29](=[O:35])[O:30][C:31]([CH3:33])([CH3:32])[CH3:34])[CH2:24]2)[CH2:19][CH:20]([CH3:22])[CH3:21])[CH:11]=[CH:10][C:9]=1[C:12]1[O:16][CH:15]=[N:14][CH:13]=1, predict the reactants needed to synthesize it. The reactants are: Br[CH:2]([CH2:19][CH:20]([CH3:22])[CH3:21])[C:3]([NH:5][C:6]1[CH:11]=[CH:10][C:9]([C:12]2[O:16][CH:15]=[N:14][CH:13]=2)=[C:8]([O:17][CH3:18])[CH:7]=1)=[O:4].[NH:23]1[CH2:27][CH2:26][CH:25]([NH:28][C:29](=[O:35])[O:30][C:31]([CH3:34])([CH3:33])[CH3:32])[CH2:24]1.C(N(CC)C(C)C)(C)C.O. (3) Given the product [Cl:12][C:10]1[N:9]=[C:8]([N:13]2[CH2:18][CH2:17][O:16][CH2:15][CH2:14]2)[N:7]=[C:6]([N:21]2[CH2:20][CH:19]3[O:26][CH:23]([CH2:24][CH2:25]3)[CH2:22]2)[N:11]=1, predict the reactants needed to synthesize it. The reactants are: CC(C)=O.Cl[C:6]1[N:11]=[C:10]([Cl:12])[N:9]=[C:8]([N:13]2[CH2:18][CH2:17][O:16][CH2:15][CH2:14]2)[N:7]=1.[CH:19]12[O:26][CH:23]([CH2:24][CH2:25]1)[CH2:22][NH:21][CH2:20]2.